From a dataset of Forward reaction prediction with 1.9M reactions from USPTO patents (1976-2016). Predict the product of the given reaction. (1) Given the reactants [NH2:1][C:2]1[C:3]([C:7]2[NH:23][C:10]3=[CH:11][C:12]4[C:13]([CH3:22])([CH3:21])[C:14](=[O:20])[N:15]([CH2:18][CH3:19])[C:16]=4[CH:17]=[C:9]3[N:8]=2)=[N:4][NH:5][CH:6]=1.[C:24]1([O:30][C:31](Cl)=[O:32])[CH:29]=[CH:28][CH:27]=[CH:26][CH:25]=1, predict the reaction product. The product is: [C:24]1([O:30][C:31](=[O:32])[NH:1][C:2]2[C:3]([C:7]3[NH:23][C:10]4=[CH:11][C:12]5[C:13]([CH3:22])([CH3:21])[C:14](=[O:20])[N:15]([CH2:18][CH3:19])[C:16]=5[CH:17]=[C:9]4[N:8]=3)=[N:4][NH:5][CH:6]=2)[CH:29]=[CH:28][CH:27]=[CH:26][CH:25]=1. (2) The product is: [Br:10][C:11]1[C:12]([C:18]([F:21])([F:19])[F:20])=[CH:13][C:14]([N:17]2[C:5](=[O:8])[C:6]([CH3:7])=[C:2]([Cl:1])[C:3]2=[O:4])=[N:15][CH:16]=1. Given the reactants [Cl:1][C:2]1[C:3](=O)[O:4][C:5](=[O:8])[C:6]=1[CH3:7].[Br:10][C:11]1[C:12]([C:18]([F:21])([F:20])[F:19])=[CH:13][C:14]([NH2:17])=[N:15][CH:16]=1, predict the reaction product. (3) The product is: [C:8]1([C:4]2[CH:3]=[C:2]([Si:20]([C:27]3[CH:28]=[CH:29][CH:30]=[CH:31][CH:32]=3)([C:33]3[CH:38]=[CH:37][CH:36]=[CH:35][CH:34]=3)[C:21]3[CH:22]=[CH:23][CH:24]=[CH:25][CH:26]=3)[CH:7]=[CH:6][N:5]=2)[CH:13]=[CH:12][CH:11]=[CH:10][CH:9]=1. Given the reactants Br[C:2]1[CH:7]=[CH:6][N:5]=[C:4]([C:8]2[CH:13]=[CH:12][CH:11]=[CH:10][CH:9]=2)[CH:3]=1.C([Li])CCC.Cl[Si:20]([C:33]1[CH:38]=[CH:37][CH:36]=[CH:35][CH:34]=1)([C:27]1[CH:32]=[CH:31][CH:30]=[CH:29][CH:28]=1)[C:21]1[CH:26]=[CH:25][CH:24]=[CH:23][CH:22]=1, predict the reaction product.